Task: Regression. Given a peptide amino acid sequence and an MHC pseudo amino acid sequence, predict their binding affinity value. This is MHC class II binding data.. Dataset: Peptide-MHC class II binding affinity with 134,281 pairs from IEDB The peptide sequence is VSMMIAMEVVLRKRQ. The MHC is DRB4_0103 with pseudo-sequence DRB4_0103. The binding affinity (normalized) is 0.733.